This data is from Reaction yield outcomes from USPTO patents with 853,638 reactions. The task is: Predict the reaction yield, written as a fraction of the theoretical maximum amount of product (1.0 means a 100% yield; for example, 0.34 means a 34% yield). (1) The reactants are [Br:1][C:2]1[CH:3]=[C:4]([CH:6]=[CH:7][CH:8]=1)[NH2:5].Cl[C:10](Cl)(Cl)[CH:11]([OH:13])O.Cl.[NH2:17][OH:18].S([O-])([O-])(=O)=O.[Na+].[Na+].Cl. The catalyst is O. The product is [Br:1][C:2]1[CH:3]=[C:4]([NH:5][C:11](=[O:13])[CH:10]=[N:17][OH:18])[CH:6]=[CH:7][CH:8]=1. The yield is 0.850. (2) The reactants are [F:1][C:2]1[CH:7]=[C:6]([CH:8]([CH3:12])[C:9](O)=[O:10])[CH:5]=[CH:4][C:3]=1[C:13]1[CH:18]=[CH:17][CH:16]=[CH:15][CH:14]=1.ClC(OCC(C)C)=O.C(OCC)(=O)C. The catalyst is C1COCC1. The product is [F:1][C:2]1[CH:7]=[C:6]([CH:8]([CH3:12])[CH2:9][OH:10])[CH:5]=[CH:4][C:3]=1[C:13]1[CH:14]=[CH:15][CH:16]=[CH:17][CH:18]=1. The yield is 0.950. (3) The reactants are [CH3:1][C:2]1([CH3:18])[CH2:16][C:6]2[N:7]=[C:8]([N:10]3[CH2:15][CH2:14][O:13][CH2:12][CH2:11]3)[S:9][C:5]=2[C:4](=O)[CH2:3]1.O.[NH2:20][NH2:21].CC(O)=O.C([O-])(O)=O.[Na+]. The catalyst is CCO. The yield is 0.350. The product is [CH3:1][C:2]1([CH3:18])[CH2:16][C:6]2[N:7]=[C:8]([N:10]3[CH2:15][CH2:14][O:13][CH2:12][CH2:11]3)[S:9][C:5]=2/[C:4](=[N:20]/[NH2:21])/[CH2:3]1. (4) The catalyst is C1C=CC(/C=C/C(/C=C/C2C=CC=CC=2)=O)=CC=1.C1C=CC(/C=C/C(/C=C/C2C=CC=CC=2)=O)=CC=1.C1C=CC(/C=C/C(/C=C/C2C=CC=CC=2)=O)=CC=1.[Pd].[Pd].O1CCOCC1. The yield is 0.480. The reactants are [CH3:1][CH:2]1[C:7]2=[CH:8][C:9]([NH2:11])=[N:10][N:6]2[CH2:5][CH2:4][O:3]1.[C:12]([O:15][CH2:16][C:17]1[C:18]([N:32]2[N:41]=[CH:40][C:39]3[C:34](=[C:35]([F:46])[CH:36]=[C:37]([C:42]([CH3:45])([CH3:44])[CH3:43])[CH:38]=3)[C:33]2=[O:47])=[N:19][CH:20]=[CH:21][C:22]=1[C:23]1[CH:28]=[C:27](Br)[C:26](=[O:30])[N:25]([CH3:31])[CH:24]=1)(=[O:14])[CH3:13].CC1(C)C2C(=C(P(C3C=CC=CC=3)C3C=CC=CC=3)C=CC=2)OC2C(P(C3C=CC=CC=3)C3C=CC=CC=3)=CC=CC1=2.C([O-])([O-])=O.[Cs+].[Cs+]. The product is [C:12]([O:15][CH2:16][C:17]1[C:18]([N:32]2[N:41]=[CH:40][C:39]3[C:34](=[C:35]([F:46])[CH:36]=[C:37]([C:42]([CH3:44])([CH3:43])[CH3:45])[CH:38]=3)[C:33]2=[O:47])=[N:19][CH:20]=[CH:21][C:22]=1[C:23]1[CH:28]=[C:27]([NH:11][C:9]2[CH:8]=[C:7]3[CH:2]([CH3:1])[O:3][CH2:4][CH2:5][N:6]3[N:10]=2)[C:26](=[O:30])[N:25]([CH3:31])[CH:24]=1)(=[O:14])[CH3:13].